From a dataset of Forward reaction prediction with 1.9M reactions from USPTO patents (1976-2016). Predict the product of the given reaction. (1) Given the reactants [CH3:1][C:2]1[CH:7]=[CH:6][C:5]([N+:8]([O-])=O)=[C:4]([C:11]([CH3:13])=[CH2:12])[CH:3]=1, predict the reaction product. The product is: [CH:11]([C:4]1[CH:3]=[C:2]([CH3:1])[CH:7]=[CH:6][C:5]=1[NH2:8])([CH3:13])[CH3:12]. (2) Given the reactants BrBr.Br[CH2:4][C:5]([O:7][CH2:8][CH3:9])=[O:6].[Br:10][C:11]1[CH:24]=[C:23]2[C:14]([O:15][C:16]3[C:17]([F:28])=[CH:18][C:19]([O:26][CH3:27])=[CH:20][C:21]=3[C:22]2=[O:25])=[CH:13][CH:12]=1.C1COCC1, predict the reaction product. The product is: [Br:10][C:11]1[CH:24]=[C:23]2[C:14]([O:15][C:16]3[C:17]([F:28])=[CH:18][C:19]([O:26][CH3:27])=[CH:20][C:21]=3[C:22]2([CH2:4][C:5]([O:7][CH2:8][CH3:9])=[O:6])[OH:25])=[CH:13][CH:12]=1.